Predict the product of the given reaction. From a dataset of Forward reaction prediction with 1.9M reactions from USPTO patents (1976-2016). Given the reactants [Cl:1][C:2]1[CH:7]=[C:6]([Cl:8])[CH:5]=[CH:4][C:3]=1[C:9]1[N:10]=[C:11]([CH2:28][CH3:29])[C:12]([NH:17][C@@H]2C3C(=CC=CC=3)C[C@@H]2O)=[N:13][C:14]=1[CH2:15][CH3:16].BrC1N=C(CC)C(N[CH:40]2[C:49]3[C:44](=[CH:45][CH:46]=[C:47]([O:50][CH3:51])[CH:48]=3)[CH2:43][CH2:42][CH2:41]2)=NC=1CC, predict the reaction product. The product is: [Cl:1][C:2]1[CH:7]=[C:6]([Cl:8])[CH:5]=[CH:4][C:3]=1[C:9]1[N:10]=[C:11]([CH2:28][CH3:29])[C:12]([NH:17][CH:40]2[C:49]3[C:44](=[CH:45][CH:46]=[C:47]([O:50][CH3:51])[CH:48]=3)[CH2:43][CH2:42][CH2:41]2)=[N:13][C:14]=1[CH2:15][CH3:16].